Dataset: Forward reaction prediction with 1.9M reactions from USPTO patents (1976-2016). Task: Predict the product of the given reaction. (1) Given the reactants Cl.Cl.[CH:3]1([CH2:16][N:17]([CH3:19])[CH3:18])[C:15]2[NH:14][C:13]3[C:8](=[CH:9][CH:10]=[CH:11][CH:12]=3)[C:7]=2[CH2:6][CH2:5][NH:4]1.[Cl:20][C:21]1[CH:26]=[C:25]([Cl:27])[CH:24]=[CH:23][C:22]=1[CH2:28][C:29](O)=[O:30].O.ON1C2C=CC=CC=2N=N1.C(N(C(C)C)CC)(C)C.C(Cl)CCl, predict the reaction product. The product is: [Cl:20][C:21]1[CH:26]=[C:25]([Cl:27])[CH:24]=[CH:23][C:22]=1[CH2:28][C:29]([N:4]1[CH2:5][CH2:6][C:7]2[C:8]3[C:13](=[CH:12][CH:11]=[CH:10][CH:9]=3)[NH:14][C:15]=2[CH:3]1[CH2:16][N:17]([CH3:19])[CH3:18])=[O:30]. (2) Given the reactants C[O:2][C:3](=O)[C:4]1[CH:13]=[C:12]([O:14][CH2:15][CH2:16][CH2:17][CH2:18][CH2:19][CH2:20][CH2:21][CH2:22][CH2:23][CH2:24][CH2:25][CH2:26][CH2:27][CH2:28][CH2:29][CH3:30])[CH:11]=[C:6]([C:7](OC)=[O:8])[CH:5]=1.[H-].[Al+3].[Li+].[H-].[H-].[H-], predict the reaction product. The product is: [CH2:15]([O:14][C:12]1[CH:11]=[C:6]([CH2:7][OH:8])[CH:5]=[C:4]([CH2:3][OH:2])[CH:13]=1)[CH2:16][CH2:17][CH2:18][CH2:19][CH2:20][CH2:21][CH2:22][CH2:23][CH2:24][CH2:25][CH2:26][CH2:27][CH2:28][CH2:29][CH3:30]. (3) Given the reactants [F:1][C:2]1[CH:7]=[CH:6][C:5]([N:8]2[C:17](=[O:18])[C:16]3[C:11](=[CH:12][C:13]([C:19](=[N:21][OH:22])[NH2:20])=[CH:14][CH:15]=3)[N:10]=[C:9]2[CH2:23][CH2:24][CH2:25][CH2:26][C:27]([O:29][CH3:30])=[O:28])=[CH:4][CH:3]=1.CCN(CC)CC.Cl.[N:39]1[CH:44]=[CH:43][C:42]([C:45](Cl)=O)=[CH:41][CH:40]=1, predict the reaction product. The product is: [F:1][C:2]1[CH:3]=[CH:4][C:5]([N:8]2[C:17](=[O:18])[C:16]3[C:11](=[CH:12][C:13]([C:19]4[N:20]=[C:45]([C:42]5[CH:43]=[CH:44][N:39]=[CH:40][CH:41]=5)[O:22][N:21]=4)=[CH:14][CH:15]=3)[N:10]=[C:9]2[CH2:23][CH2:24][CH2:25][CH2:26][C:27]([O:29][CH3:30])=[O:28])=[CH:6][CH:7]=1. (4) Given the reactants Cl.Cl.[CH2:3]([C:10]1[CH:11]=[N:12][C:13]([N:16]2[CH2:21][CH2:20][NH:19][CH2:18][CH2:17]2)=[N:14][CH:15]=1)[C:4]1[CH:9]=[CH:8][CH:7]=[CH:6][CH:5]=1.Cl[C:23]1[C:32]2[C:27](=[CH:28][C:29]([O:34][CH3:35])=[C:30]([OH:33])[CH:31]=2)[N:26]=[CH:25][N:24]=1.C(N(CC)CC)C, predict the reaction product. The product is: [CH2:3]([C:10]1[CH:11]=[N:12][C:13]([N:16]2[CH2:21][CH2:20][N:19]([C:23]3[C:32]4[C:27](=[CH:28][C:29]([O:34][CH3:35])=[C:30]([OH:33])[CH:31]=4)[N:26]=[CH:25][N:24]=3)[CH2:18][CH2:17]2)=[N:14][CH:15]=1)[C:4]1[CH:9]=[CH:8][CH:7]=[CH:6][CH:5]=1. (5) Given the reactants NO.C(OCC)(=O)C.[C:9]([C:13]1[CH:14]=[C:15](/[CH:23]=[CH:24]/[C:25]2[CH:26]=[C:27](/[CH:47]=[CH:48]/[C:49]3[CH:50]=[C:51]([CH:54]=[C:55](/[CH:57]=[CH:58]/[C:59]4[CH:64]=[C:63](/[CH:65]=[CH:66]/[C:67]5[CH:72]=[C:71]([C:73]([CH3:76])([CH3:75])[CH3:74])[CH:70]=[C:69]([C:77]([CH3:80])([CH3:79])[CH3:78])[CH:68]=5)[CH:62]=[C:61](/[CH:81]=[CH:82]/[C:83]5[CH:88]=[C:87]([C:89]([CH3:92])([CH3:91])[CH3:90])[CH:86]=[C:85]([C:93]([CH3:96])([CH3:95])[CH3:94])[CH:84]=5)[CH:60]=4)[CH:56]=3)[CH2:52][OH:53])[CH:28]=[C:29](/[CH:31]=[CH:32]/[C:33]3[CH:38]=[C:37]([C:39]([CH3:42])([CH3:41])[CH3:40])[CH:36]=[C:35]([C:43]([CH3:46])([CH3:45])[CH3:44])[CH:34]=3)[CH:30]=2)[CH:16]=[C:17]([C:19]([CH3:22])([CH3:21])[CH3:20])[CH:18]=1)([CH3:12])([CH3:11])[CH3:10].O, predict the reaction product. The product is: [C:73]([C:71]1[CH:72]=[C:67]([CH2:66][CH2:65][C:63]2[CH:64]=[C:59]([CH2:58][CH2:57][C:55]3[CH:54]=[C:51]([CH:50]=[C:49]([CH2:48][CH2:47][C:27]4[CH:26]=[C:25]([CH2:24][CH2:23][C:15]5[CH:16]=[C:17]([C:19]([CH3:22])([CH3:21])[CH3:20])[CH:18]=[C:13]([C:9]([CH3:12])([CH3:11])[CH3:10])[CH:14]=5)[CH:30]=[C:29]([CH2:31][CH2:32][C:33]5[CH:38]=[C:37]([C:39]([CH3:42])([CH3:41])[CH3:40])[CH:36]=[C:35]([C:43]([CH3:46])([CH3:45])[CH3:44])[CH:34]=5)[CH:28]=4)[CH:56]=3)[CH2:52][OH:53])[CH:60]=[C:61]([CH2:81][CH2:82][C:83]3[CH:88]=[C:87]([C:89]([CH3:92])([CH3:91])[CH3:90])[CH:86]=[C:85]([C:93]([CH3:96])([CH3:95])[CH3:94])[CH:84]=3)[CH:62]=2)[CH:68]=[C:69]([C:77]([CH3:79])([CH3:78])[CH3:80])[CH:70]=1)([CH3:74])([CH3:75])[CH3:76]. (6) Given the reactants BrC1C=CC2OC3C(=O)NC(C4CCNCC4)=NC=3C=2C=1.BrC1C=CC2OC3C(=O)NC(C4CCN(C(OC(C)(C)C)=O)CC4)=NC=3C=2C=1.[F:50][C@@H:51]1[CH2:55][N:54](C(OC(C)(C)C)=O)[C@H:53]([C:63]2[NH:64][C:65](=[O:78])[C:66]3[O:71][C:70]4[CH:72]=[CH:73][C:74]([O:76][CH3:77])=[CH:75][C:69]=4[C:67]=3[N:68]=2)[CH2:52]1, predict the reaction product. The product is: [F:50][C@@H:51]1[CH2:55][NH:54][C@H:53]([C:63]2[NH:64][C:65](=[O:78])[C:66]3[O:71][C:70]4[CH:72]=[CH:73][C:74]([O:76][CH3:77])=[CH:75][C:69]=4[C:67]=3[N:68]=2)[CH2:52]1. (7) The product is: [ClH:2].[Cl:2][C:3]1[CH:25]=[CH:24][C:6]2[N:7]([C@@H:12]3[CH2:16][CH2:15][NH:14][CH2:13]3)[C:8]([CH2:10][Cl:11])=[N:9][C:5]=2[CH:4]=1. Given the reactants Cl.[Cl:2][C:3]1[CH:25]=[CH:24][C:6]2[N:7]([C@@H:12]3[CH2:16][CH2:15][N:14](C(OC(C)(C)C)=O)[CH2:13]3)[C:8]([CH2:10][Cl:11])=[N:9][C:5]=2[CH:4]=1, predict the reaction product.